From a dataset of NCI-60 drug combinations with 297,098 pairs across 59 cell lines. Regression. Given two drug SMILES strings and cell line genomic features, predict the synergy score measuring deviation from expected non-interaction effect. (1) Drug 1: CCC1=C2CN3C(=CC4=C(C3=O)COC(=O)C4(CC)O)C2=NC5=C1C=C(C=C5)O. Drug 2: B(C(CC(C)C)NC(=O)C(CC1=CC=CC=C1)NC(=O)C2=NC=CN=C2)(O)O. Cell line: SK-MEL-28. Synergy scores: CSS=66.4, Synergy_ZIP=-0.625, Synergy_Bliss=0.968, Synergy_Loewe=-2.46, Synergy_HSA=2.07. (2) Drug 1: C1=NC2=C(N=C(N=C2N1C3C(C(C(O3)CO)O)O)F)N. Drug 2: C1C(C(OC1N2C=NC(=NC2=O)N)CO)O. Cell line: HOP-92. Synergy scores: CSS=1.02, Synergy_ZIP=-1.06, Synergy_Bliss=3.06, Synergy_Loewe=-3.35, Synergy_HSA=-1.17.